Dataset: Drug-target binding data from BindingDB using IC50 measurements. Task: Regression. Given a target protein amino acid sequence and a drug SMILES string, predict the binding affinity score between them. We predict pIC50 (pIC50 = -log10(IC50 in M); higher means more potent). Dataset: bindingdb_ic50. (1) The compound is Cc1ccc(SCCCCC(CN)c2ccc(F)cc2)cc1. The target protein sequence is ARMRTGEKYPLIIFSHGLGAFRTIYSAIGTDLASYGFIVAAVEHRDGSASATCFFKDQSAAEIRNKTWLYLRTLGKGEEEFPLRNEQVRQRA. The pIC50 is 5.4. (2) The small molecule is NC(=O)c1ccc2c(O)c(C(=O)O)cnc2c1. The target protein (P11708) has sequence MSEPIRVLVTGAAGQIAYSLLYSIGNGSVFGKDQPIILVLLDITPMMGVLDGVLMELQDCALPLLKDVIATDKEEIAFKDLDVAILVGSMPRRDGMERKDLLKANVKIFKCQGAALDKYAKKSVKVIVVGNPANTNCLTASKSAPSIPKENFSCLTRLDHNRAKAQIALKLGVTSDDVKNVIIWGNHSSTQYPDVNHAKVKLQAKEVGVYEAVKDDSWLKGEFITTVQQRGAAVIKARKLSSAMSAAKAICDHVRDIWFGTPEGEFVSMGIISDGNSYGVPDDLLYSFPVTIKDKTWKIVEGLPINDFSREKMDLTAKELAEEKETAFEFLSSA. The pIC50 is 3.2. (3) The drug is O=C(O)c1cccc2c3c(n(Cc4ccccc4C(F)(F)F)c12)CCCCC3. The target protein (P05413) has sequence MVDAFLGTWKLVDSKNFDDYMKSLGVGFATRQVASMTKPTTIIEKNGDILTLKTHSTFKNTEISFKLGVEFDETTADDRKVKSIVTLDGGKLVHLQKWDGQETTLVRELIDGKLILTLTHGTAVCTRTYEKEA. The pIC50 is 7.5. (4) The drug is Cc1ccc(-c2cc(NC(=O)/C=C/c3ccc(Cl)cc3)n[nH]2)cc1. The target protein sequence is CVSASPSTLARLVSRSAMPAGSSTAWNTAFSPMARCQVTKTIGGGDDSFNTFFSETGAGKHVPRAVFVDLEPTVIDEVRTGTYRSSSTLSSSSQAKKMP. The pIC50 is 5.7. (5) The drug is CC1(C)Oc2ccc3c(c2CC1O)O[C@@H]1c2ccc(O)cc2OC[C@H]31. The target protein (P10481) has sequence MCNKNNTFEKNLDISHKPEPLILFNKDNNIWNSKYFRIPNIQLLNDGTILTFSDIRYNGPDDHAYIDIASARSTDFGKTWSYNIAMKNNRIDSTYSRVMDSTTVITNTGRIILIAGSWNTNGNWAMTTSTRRSDWSVQMIYSDDNGLTWSNKIDLTKDSSKVKNQPSNTIGWLGGVGSGIVMDDGTIVMPAQISLRENNENNYYSLIIYSKDNGETWTMGNKVPNSNTSENMVIELDGALIMSTRYDYSGYRAAYISHDLGTTWEIYEPLNGKILTGKGSGCQGSFIKATTSNGHRIGLISAPKNTKGEYIRDNIAVYMIDFDDLSKGVQEICIPYPEDGNKLGGGYSCLSFKNNHLGIVYEANGNIEYQDLTPYYSLINKQ. The pIC50 is 3.7. (6) The small molecule is CC(C)N1CCN(CC#Cc2ccc(CN(CC(C)(C)C)c3ccnc(C#N)n3)cc2)CC1. The target protein (Q8IYL9) has sequence MNSTCIEEQHDLDHYLFPIVYIFVIIVSIPANIGSLCVSFLQAKKESELGIYLFSLSLSDLLYALTLPLWIDYTWNKDNWTFSPALCKGSAFLMYMNFYSSTAFLTCIAVDRYLAVVYPLKFFFLRTRRFALMVSLSIWILETIFNAVMLWEDETVVEYCDAEKSNFTLCYDKYPLEKWQINLNLFRTCTGYAIPLVTILICNRKVYQAVRHNKATENKEKKRIIKLLVSITVTFVLCFTPFHVMLLIRCILEHAVNFEDHSNSGKRTYTMYRITVALTSLNCVADPILYCFVTETGRYDMWNILKFCTGRCNTSQRQRKRILSVSTKDTMELEVLE. The pIC50 is 4.5. (7) The small molecule is O=C1NC(=S)NC1=Cc1ccc(-c2ccc3c(c2)COC3=O)o1. The target protein (P14222) has sequence MAARLLLLGILLLLLPLPVPAPCHTAARSECKRSHKFVPGAWLAGEGVDVTSLRRSGSFPVDTQRFLRPDGTCTLCENALQEGTLQRLPLALTNWRAQGSGCQRHVTRAKVSSTEAVARDAARSIRNDWKVGLDVTPKPTSNVHVSVAGSHSQAANFAAQKTHQDQYSFSTDTVECRFYSFHVVHTPPLHPDFKRALGDLPHHFNASTQPAYLRLISNYGTHFIRAVELGGRISALTALRTCELALEGLTDNEVEDCLTVEAQVNIGIHGSISAEAKACEEKKKKHKMTASFHQTYRERHSEVVGGHHTSINDLLFGIQAGPEQYSAWVNSLPGSPGLVDYTLEPLHVLLDSQDPRREALRRALSQYLTDRARWRDCSRPCPPGRQKSPRDPCQCVCHGSAVTTQDCCPRQRGLAQLEVTFIQAWGLWGDWFTATDAYVKLFFGGQELRTSTVWDNNNPIWSVRLDFGDVLLATGGPLRLQVWDQDSGRDDDLLGTCDQA.... The pIC50 is 5.2. (8) The target protein sequence is MAEPRQEFEVMEDHAGTYGLGDRKDQGGYTMHQDQEGDTDAGLKESPLQTPTEDGSEEPGSETSDAKSTPTAEDVTAPLVDEGAPGKQAAAQPHTEIPEGTTAEEAGIGDTPSLEDEAAGHVTQARMVSKSKDGTGSDDKKAKGADGKTKIATPRGAAPPGQKGQANATRIPAKTPPAPKTPPSSGEPPKSGDRSGYSSPGSPGTPGSRSRTPSLPTPPTREPKKVAVVRTPPKSPSSAKSRLQTAPVPMPDLKNVKSKIGSTENLKHQPGGGKVQIINKKLDLSNVQSKCGSKDNIKHVPGGGSVQIVYKPVDLSKVTSKCGSLGNIHHKPGGGQVEVKSEKLDFKDRVQSKIGSLDNITHVPGGGNKKIETHKLTFRENAKAKTDHGAEIVYKSPVVSGDTSPRHLSNVSSTGSIDMVDSPQLATLADEVSASLAKQGL. The pIC50 is 5.1. The small molecule is O=C1/C(=C/c2ccc(-c3ccc(-c4ccccc4)cc3)o2)SC(=S)N1CCc1c[nH]cn1. (9) The drug is CC(C)NC[C@H](O)COc1cccc2ccccc12. The target protein (P10633) has sequence MELLNGTGLWSMAIFTVIFILLVDLMHRRHRWTSRYPPGPVPWPVLGNLLQVDLSNMPYSLYKLQHRYGDVFSLQKGWKPMVIVNRLKAVQEVLVTHGEDTADRPPVPIFKCLGVKPRSQGVILASYGPEWREQRRFSVSTLRTFGMGKKSLEEWVTKEAGHLCDAFTAQAGQSINPKAMLNKALCNVIASLIFARRFEYEDPYLIRMVKLVEESLTEVSGFIPEVLNTFPALLRIPGLADKVFQGQKTFMALLDNLLAENRTTWDPAQPPRNLTDAFLAEVEKAKGNPESSFNDENLRMVVVDLFTAGMVTTATTLTWALLLMILYPDVQRRVQQEIDEVIGQVRCPEMTDQAHMPYTNAVIHEVQRFGDIAPLNLPRFTSCDIEVQDFVIPKGTTLIINLSSVLKDETVWEKPHRFHPEHFLDAQGNFVKHEAFMPFSAGRRACLGEPLARMELFLFFTCLLQRFSFSVPVGQPRPSTHGFFAFPVAPLPYQLCAVVR.... The pIC50 is 3.2.